This data is from M1 muscarinic receptor antagonist screen with 61,756 compounds. The task is: Binary Classification. Given a drug SMILES string, predict its activity (active/inactive) in a high-throughput screening assay against a specified biological target. (1) The compound is O=C(N1c2c(CCc3c1cccc3)cccc2)CN1CCN(CC1)C(=O)c1occc1. The result is 0 (inactive). (2) The molecule is Clc1cc(NC(=O)N(Cc2cccnc2)Cc2occc2)ccc1Cl. The result is 0 (inactive). (3) The molecule is N1(CCN(CC1)c1ccccc1)c1nc2c(n3nnnc13)cccc2. The result is 0 (inactive).